Dataset: Forward reaction prediction with 1.9M reactions from USPTO patents (1976-2016). Task: Predict the product of the given reaction. (1) Given the reactants CC1C=CC(S(O[CH2:12][CH2:13][CH2:14][CH2:15][C:16]2[C:24]3[C:19](=[CH:20][CH:21]=[CH:22][CH:23]=3)[NH:18][CH:17]=2)(=O)=O)=CC=1.[CH3:25][O:26][C:27]1[CH:32]=[C:31]([O:33][CH3:34])[N:30]=[C:29]([N:35]2[CH2:40][CH2:39][NH:38][CH2:37][CH2:36]2)[N:28]=1.C(=O)([O-])[O-].[K+].[K+].[I-].[K+], predict the reaction product. The product is: [CH3:25][O:26][C:27]1[CH:32]=[C:31]([O:33][CH3:34])[N:30]=[C:29]([N:35]2[CH2:36][CH2:37][N:38]([CH2:12][CH2:13][CH2:14][CH2:15][C:16]3[C:24]4[C:19](=[CH:20][CH:21]=[CH:22][CH:23]=4)[NH:18][CH:17]=3)[CH2:39][CH2:40]2)[N:28]=1. (2) The product is: [Cl:1][C:2]1[CH:7]=[C:6]([Cl:8])[CH:5]=[CH:4][C:3]=1[C:9]1[C:16]([C:17]([C:19]2[CH:20]=[N:21][CH:22]=[CH:23][CH:24]=2)=[O:18])=[C:15]([C:14]([CH3:26])([CH3:25])[CH3:13])[O:11][N:10]=1. Given the reactants [Cl:1][C:2]1[CH:7]=[C:6]([Cl:8])[CH:5]=[CH:4][C:3]=1[C:9](Cl)=[N:10][OH:11].[CH3:13][C:14]([CH3:26])([CH3:25])[C:15]#[C:16][C:17]([C:19]1[CH:20]=[N:21][CH:22]=[CH:23][CH:24]=1)=[O:18].C(=O)(O)[O-].[Na+].[Cl-], predict the reaction product. (3) Given the reactants [CH:1]1([CH2:6][CH:7]([C:11]2[CH:16]=[CH:15][CH:14]=[C:13]([C:17]([F:20])([F:19])[F:18])[CH:12]=2)[C:8]([OH:10])=O)[CH2:5][CH2:4][CH2:3][CH2:2]1.C(Cl)(=O)C(Cl)=O.C(N(CC)C(C)C)(C)C.[NH2:36][C:37]1[CH:42]=[CH:41][N:40]=[CH:39][N:38]=1, predict the reaction product. The product is: [CH:1]1([CH2:6][CH:7]([C:11]2[CH:16]=[CH:15][CH:14]=[C:13]([C:17]([F:20])([F:19])[F:18])[CH:12]=2)[C:8]([NH:36][C:37]2[CH:42]=[CH:41][N:40]=[CH:39][N:38]=2)=[O:10])[CH2:2][CH2:3][CH2:4][CH2:5]1.